From a dataset of Reaction yield outcomes from USPTO patents with 853,638 reactions. Predict the reaction yield, written as a fraction of the theoretical maximum amount of product (1.0 means a 100% yield; for example, 0.34 means a 34% yield). (1) The reactants are [F:1][C:2]1[CH:7]=[CH:6][C:5]([S:8]([N:11]2[C:20]3[C:15](=[CH:16][C:17]([C:21]([OH:30])([C:26]([F:29])([F:28])[F:27])[C:22]([F:25])([F:24])[F:23])=[CH:18][CH:19]=3)[CH2:14][CH2:13][C@H:12]2[CH2:31][C:32]([O:34]CC2C=CC=CC=2)=[O:33])(=[O:10])=[O:9])=[CH:4][CH:3]=1. The catalyst is [Pd].CO. The product is [F:1][C:2]1[CH:7]=[CH:6][C:5]([S:8]([N:11]2[C:20]3[C:15](=[CH:16][C:17]([C:21]([OH:30])([C:22]([F:24])([F:23])[F:25])[C:26]([F:28])([F:27])[F:29])=[CH:18][CH:19]=3)[CH2:14][CH2:13][C@H:12]2[CH2:31][C:32]([OH:34])=[O:33])(=[O:9])=[O:10])=[CH:4][CH:3]=1. The yield is 1.00. (2) The reactants are Cl.[CH3:2][O:3][C:4]1[CH:5]=[C:6]2[C:11](=[CH:12][C:13]=1[O:14][CH3:15])[N:10]=[C:9]([NH:16][CH3:17])[N:8]=[C:7]2[C:18]1[CH:19]=[C:20]([NH:24][C:25](=[O:35])[C:26]2[CH:34]=[CH:33][C:29]([C:30]([OH:32])=O)=[CH:28][CH:27]=2)[CH:21]=[CH:22][CH:23]=1.C[CH2:37][N:38]=[C:39]=NCCCN(C)C.ON1C2C=CC=CC=2N=N1.CNC. The product is [CH3:2][O:3][C:4]1[CH:5]=[C:6]2[C:11](=[CH:12][C:13]=1[O:14][CH3:15])[N:10]=[C:9]([NH:16][CH3:17])[N:8]=[C:7]2[C:18]1[CH:19]=[C:20]([NH:24][C:25](=[O:35])[C:26]2[CH:34]=[CH:33][C:29]([C:30]([N:38]([CH3:39])[CH3:37])=[O:32])=[CH:28][CH:27]=2)[CH:21]=[CH:22][CH:23]=1. The catalyst is CN(C)C=O.CN(C)C1C=CN=CC=1.O1CCCC1.C(N(CC)CC)C. The yield is 0.870. (3) The reactants are [CH2:1]([O:8][C:9]([NH:11][C:12]1[C:13]([C:23]([O:25][CH2:26][CH3:27])=[O:24])=[N:14][C:15]2[C:20]([CH:21]=1)=[CH:19][CH:18]=[C:17](Br)[CH:16]=2)=[O:10])[C:2]1[CH:7]=[CH:6][CH:5]=[CH:4][CH:3]=1.[NH:28]1[CH2:33][CH2:32][O:31][CH2:30][CH2:29]1.C1(P(C2CCCCC2)C2C=CC=CC=2C2C(OC(C)C)=CC=CC=2OC(C)C)CCCCC1.[O-]P([O-])([O-])=O.[K+].[K+].[K+]. The catalyst is C(O)(C)(C)C.CC([O-])=O.CC([O-])=O.[Pd+2]. The product is [CH2:1]([O:8][C:9]([NH:11][C:12]1[C:13]([C:23]([O:25][CH2:26][CH3:27])=[O:24])=[N:14][C:15]2[C:20]([CH:21]=1)=[CH:19][CH:18]=[C:17]([N:28]1[CH2:33][CH2:32][O:31][CH2:30][CH2:29]1)[CH:16]=2)=[O:10])[C:2]1[CH:7]=[CH:6][CH:5]=[CH:4][CH:3]=1. The yield is 0.200. (4) The product is [C:10]1([CH2:9][O:8][C:6](=[O:7])[NH:16][CH2:17][C:18](=[O:19])[N:1]2[CH2:5][CH2:4][CH2:3][CH2:2]2)[CH:11]=[CH:12][CH:13]=[CH:14][CH:15]=1. The reactants are [NH:1]1[CH2:5][CH2:4][CH2:3][CH2:2]1.[C:6]([NH:16][CH2:17][C:18](O)=[O:19])([O:8][CH2:9][C:10]1[CH:15]=[CH:14][CH:13]=[CH:12][CH:11]=1)=[O:7].C1C=NC2N(O)N=NC=2C=1.CN1CCOCC1.C(Cl)CCl. The yield is 1.00. The catalyst is ClCCl. (5) The reactants are [Li].[Cl:2][C:3]1[CH:8]=[C:7]([Cl:9])[CH:6]=[CH:5][C:4]=1[C@@H:10]1[N:15]=[C:14]([C:16]2[S:17][CH:18]=[CH:19][N:20]=2)[NH:13][C:12]([CH2:21][N:22]2[CH2:27][CH2:26][O:25][CH2:24][C@H:23]2[C:28]([OH:30])=[O:29])=[C:11]1[C:31]([O:33][C@H:34](C)[C:35](OC(C)C)=O)=[O:32]. The catalyst is C(O)C. The product is [Cl:2][C:3]1[CH:8]=[C:7]([Cl:9])[CH:6]=[CH:5][C:4]=1[C@@H:10]1[N:15]=[C:14]([C:16]2[S:17][CH:18]=[CH:19][N:20]=2)[NH:13][C:12]([CH2:21][N:22]2[CH2:27][CH2:26][O:25][CH2:24][C@H:23]2[C:28]([OH:30])=[O:29])=[C:11]1[C:31]([O:33][CH2:34][CH3:35])=[O:32]. The yield is 0.670.